From a dataset of Full USPTO retrosynthesis dataset with 1.9M reactions from patents (1976-2016). Predict the reactants needed to synthesize the given product. (1) The reactants are: [CH3:1]C([O-])(C)C.[K+].[Cl:7][C:8]1[CH:26]=[C:25]([O:27][CH2:28][CH:29]=[C:30]([Cl:32])[Cl:31])[CH:24]=[C:23]([Cl:33])[C:9]=1[O:10][CH2:11][CH2:12][CH2:13][C:14]([C:16]1[CH:21]=[CH:20][C:19]([F:22])=[CH:18][CH:17]=1)=O. Given the product [Cl:7][C:8]1[CH:26]=[C:25]([O:27][CH2:28][CH:29]=[C:30]([Cl:32])[Cl:31])[CH:24]=[C:23]([Cl:33])[C:9]=1[O:10][CH2:11][CH2:12][CH2:13][C:14]([C:16]1[CH:21]=[CH:20][C:19]([F:22])=[CH:18][CH:17]=1)=[CH2:1], predict the reactants needed to synthesize it. (2) Given the product [F:4][C:5]1[CH:10]=[CH:9][C:8]([C:11]2[C:16]([C:17]3[CH:22]=[CH:21][C:20]4[N:19]([C:2]([NH2:1])=[N:24][CH:23]=4)[CH:18]=3)=[CH:15][CH:14]=[CH:13][N:12]=2)=[CH:7][C:6]=1[CH3:25], predict the reactants needed to synthesize it. The reactants are: [N:1]#[C:2]Br.[F:4][C:5]1[CH:10]=[CH:9][C:8]([C:11]2[C:16]([C:17]3[CH:18]=[N:19][C:20]([CH2:23][NH2:24])=[CH:21][CH:22]=3)=[CH:15][CH:14]=[CH:13][N:12]=2)=[CH:7][C:6]=1[CH3:25].CCN(C(C)C)C(C)C.C1(C)C=CC=CC=1. (3) Given the product [C:29]([N:17]1[CH2:18][CH2:19][C:20]2[C:11]3[C:12]([O:13][C:14](=[O:21])[C:15]=2[CH2:16]1)=[C:7]([CH:2]=[O:3])[C:8]([OH:22])=[CH:9][CH:10]=3)(=[O:31])[CH3:30], predict the reactants needed to synthesize it. The reactants are: O1CCC[O:3][CH:2]1[C:7]1[C:12]2[O:13][C:14](=[O:21])[C:15]3[CH2:16][NH:17][CH2:18][CH2:19][C:20]=3[C:11]=2[CH:10]=[CH:9][C:8]=1[OH:22].N1C=CC=CC=1.[C:29](Cl)(=[O:31])[CH3:30]. (4) Given the product [NH2:1][C@H:2]1[C:7]([F:9])([F:8])[CH2:6][CH2:5][CH2:4][C@H:3]1[NH:10][C:11]1[N:12]=[C:13]([NH:19][C:20]2[CH:25]=[CH:24][CH:23]=[C:22]([C:26]3[N:31]=[CH:30][CH:29]=[CH:28][N:27]=3)[CH:21]=2)[C:14]([C:17]([NH2:18])=[O:38])=[N:15][CH:16]=1, predict the reactants needed to synthesize it. The reactants are: [NH2:1][C@H:2]1[C:7]([F:9])([F:8])[CH2:6][CH2:5][CH2:4][C@H:3]1[NH:10][C:11]1[N:12]=[C:13]([NH:19][C:20]2[CH:25]=[CH:24][CH:23]=[C:22]([C:26]3[N:31]=[CH:30][CH:29]=[CH:28][N:27]=3)[CH:21]=2)[C:14]([C:17]#[N:18])=[N:15][CH:16]=1.[OH-].[Na+].OO.CC(O)=[O:38]. (5) Given the product [F:1][C:2]1[CH:3]=[CH:4][C:5]([C@H:8]([NH:10][C:11]([C:12]2[CH:13]=[C:14]([C:25]([Cl:29])=[N:26][OH:27])[CH:15]=[C:16]([C:18]3[CH:23]=[CH:22][C:21]([CH3:24])=[CH:20][N:19]=3)[CH:17]=2)=[O:28])[CH3:9])=[N:6][CH:7]=1, predict the reactants needed to synthesize it. The reactants are: [F:1][C:2]1[CH:3]=[CH:4][C:5]([C@H:8]([NH:10][C:11](=[O:28])[C:12]2[CH:17]=[C:16]([C:18]3[CH:23]=[CH:22][C:21]([CH3:24])=[CH:20][N:19]=3)[CH:15]=[C:14](/[CH:25]=[N:26]/[OH:27])[CH:13]=2)[CH3:9])=[N:6][CH:7]=1.[Cl:29]N1C(=O)CCC1=O. (6) The reactants are: [CH:1]([N:4]1[C:8](C(O)=O)=[CH:7][C:6]([C:12]2[S:13][CH:14]=[CH:15][CH:16]=2)=[N:5]1)([CH3:3])[CH3:2].C([N:19]([CH2:22]C)CC)C.C1(P(N=[N+]=[N-])(C2C=CC=CC=2)=[O:31])C=CC=CC=1.[CH:41](Cl)([OH:45])[CH:42]([Cl:44])[Cl:43].[ClH:47]. Given the product [CH:1]([N:4]1[C:8]([NH:19][C:22](=[O:31])[O:45][CH2:41][C:42]([Cl:44])([Cl:43])[Cl:47])=[CH:7][C:6]([C:12]2[S:13][CH:14]=[CH:15][CH:16]=2)=[N:5]1)([CH3:2])[CH3:3], predict the reactants needed to synthesize it. (7) Given the product [CH3:30][N:31]([CH3:38])[CH2:32][CH2:33][CH2:34][C:35]([N:26]1[CH2:25][CH:24]=[C:23]([C:21]2[NH:20][C:16]3[N:17]=[CH:18][N:19]=[C:14]([NH:13][C:10]4[CH:11]=[CH:12][C:7]5[N:6]=[CH:5][S:4][C:8]=5[CH:9]=4)[C:15]=3[CH:22]=2)[CH2:28][CH2:27]1)=[O:36], predict the reactants needed to synthesize it. The reactants are: Cl.Cl.Cl.[S:4]1[C:8]2[CH:9]=[C:10]([NH:13][C:14]3[C:15]4[CH:22]=[C:21]([C:23]5[CH2:24][CH2:25][NH:26][CH2:27][CH:28]=5)[NH:20][C:16]=4[N:17]=[CH:18][N:19]=3)[CH:11]=[CH:12][C:7]=2[N:6]=[CH:5]1.Cl.[CH3:30][N:31]([CH3:38])[CH2:32][CH2:33][CH2:34][C:35](O)=[O:36].CN(C(ON1N=NC2C=CC=CC1=2)=[N+](C)C)C.[B-](F)(F)(F)F.C(N(CC)C(C)C)(C)C. (8) Given the product [O:14]1[CH2:15][CH2:16][CH2:17][CH2:18][CH:13]1[O:12][C:10]([C:5]12[CH2:6][CH2:7][C:2]([NH:1][CH2:29][C:30]([N:32]3[CH2:36][C@@H:35]([F:37])[CH2:34][C@H:33]3[C:38]#[N:39])=[O:31])([CH2:9][CH2:8]1)[CH2:3][CH2:4]2)=[O:11], predict the reactants needed to synthesize it. The reactants are: [NH2:1][C:2]12[CH2:9][CH2:8][C:5]([C:10]([O:12][CH:13]3[CH2:18][CH2:17][CH2:16][CH2:15][O:14]3)=[O:11])([CH2:6][CH2:7]1)[CH2:4][CH2:3]2.C(N(C(C)C)CC)(C)C.Br[CH2:29][C:30]([N:32]1[CH2:36][C@@H:35]([F:37])[CH2:34][C@H:33]1[C:38]#[N:39])=[O:31]. (9) Given the product [Br:1][C:2]1[CH:3]=[CH:4][C:5]([O:20][CH2:21][CH:22]([CH3:25])[CH2:23][CH3:24])=[C:6]([CH:19]=1)[CH2:7][N:8]1[C:12]([CH3:13])=[CH:11][C:10]([CH2:14][CH2:15][C:16]([OH:18])=[O:17])=[N:9]1, predict the reactants needed to synthesize it. The reactants are: [Br:1][C:2]1[CH:3]=[CH:4][C:5]([O:20][CH2:21]/[C:22](/[CH3:25])=[CH:23]/[CH3:24])=[C:6]([CH:19]=1)[CH2:7][N:8]1[C:12]([CH3:13])=[CH:11][C:10]([CH2:14][CH2:15][C:16]([OH:18])=[O:17])=[N:9]1. (10) Given the product [CH:51]([O:53][C@H:54]1[CH2:59][CH2:58][CH2:57][N:56]([C:60]2[N:61]=[C:62]3[CH:79]=[C:78](/[CH:80]=[CH:81]/[C:82]4[S:83][CH:84]=[C:85]([CH:87]([CH3:89])[CH3:88])[N:86]=4)[CH:77]=[CH:76][N:63]3[C:64](=[O:75])[C:65]=2/[CH:66]=[CH:67]/[C:68]([O:70][C:71]([CH3:74])([CH3:73])[CH3:72])=[O:69])[CH2:55]1)=[O:52], predict the reactants needed to synthesize it. The reactants are: OC1N=C2C=C(/C=C/C3SC=C(C(C)C)N=3)C=CN2C(=O)C=1.OC1CCCN(C2N=C3C=C(/C=C/C4SC=C(C(C)C)N=4)C=CN3C(=O)C=2)C1.[CH:51]([O:53][CH:54]1[CH2:59][CH2:58][CH2:57][N:56]([C:60]2[N:61]=[C:62]3[CH:79]=[C:78](/[CH:80]=[CH:81]/[C:82]4[S:83][CH:84]=[C:85]([CH:87]([CH3:89])[CH3:88])[N:86]=4)[CH:77]=[CH:76][N:63]3[C:64](=[O:75])[C:65]=2/[CH:66]=[CH:67]/[C:68]([O:70][C:71]([CH3:74])([CH3:73])[CH3:72])=[O:69])[CH2:55]1)=[O:52].